This data is from Reaction yield outcomes from USPTO patents with 853,638 reactions. The task is: Predict the reaction yield, written as a fraction of the theoretical maximum amount of product (1.0 means a 100% yield; for example, 0.34 means a 34% yield). The reactants are [CH3:1][O:2][C:3]1[CH:8]=[CH:7][CH:6]=[CH:5][C:4]=1[N+:9]([O-:11])=[O:10].CC(C)([O-])C.[K+].Cl[CH:19]([CH3:25])[C:20]([O:22][CH2:23][CH3:24])=[O:21]. The catalyst is CN(C)C=O.C(OCC)(=O)C. The product is [CH3:1][O:2][C:3]1[CH:8]=[C:7]([CH:19]([CH3:25])[C:20]([O:22][CH2:23][CH3:24])=[O:21])[CH:6]=[CH:5][C:4]=1[N+:9]([O-:11])=[O:10]. The yield is 0.140.